This data is from Forward reaction prediction with 1.9M reactions from USPTO patents (1976-2016). The task is: Predict the product of the given reaction. (1) Given the reactants Br[C:2]1[C:11]2[C:6](=[CH:7][C:8]([F:13])=[CH:9][C:10]=2[F:12])[N:5]=[C:4]([N:14]2[CH2:19][CH2:18][CH2:17]C[C:15]2=[O:20])[C:3]=1[CH3:21].[O:22]1[CH2:27][CH2:26][N:25]([C:28]2[CH:29]=[C:30]([NH2:34])[CH:31]=[N:32][CH:33]=2)[CH2:24][CH2:23]1, predict the reaction product. The product is: [F:12][C:10]1[CH:9]=[C:8]([F:13])[CH:7]=[C:6]2[C:11]=1[C:2]([NH:34][C:30]1[CH:31]=[N:32][CH:33]=[C:28]([N:25]3[CH2:26][CH2:27][O:22][CH2:23][CH2:24]3)[CH:29]=1)=[C:3]([CH3:21])[C:4]([N:14]1[CH2:19][CH2:18][CH2:17][C:15]1=[O:20])=[N:5]2. (2) Given the reactants [H-].[Na+].[Cl:3][C:4]1[C:9]([C:10]2[CH:15]=[CH:14][CH:13]=[CH:12][CH:11]=2)=[N:8][N:7]=[C:6]2[NH:16][N:17]=[C:18]([I:19])[C:5]=12.Cl[CH2:21][C:22]([N:24]1[CH2:28][CH2:27][CH2:26][CH2:25]1)=[O:23].[Li+].[Cl-], predict the reaction product. The product is: [Cl:3][C:4]1[C:9]([C:10]2[CH:11]=[CH:12][CH:13]=[CH:14][CH:15]=2)=[N:8][N:7]=[C:6]2[N:16]([CH2:21][C:22]([N:24]3[CH2:28][CH2:27][CH2:26][CH2:25]3)=[O:23])[N:17]=[C:18]([I:19])[C:5]=12.